From a dataset of Forward reaction prediction with 1.9M reactions from USPTO patents (1976-2016). Predict the product of the given reaction. (1) Given the reactants [CH3:1][O:2][CH2:3][CH2:4][N:5]1[CH:9]=[CH:8][C:7]([NH:10][C:11]([C:13]2[C:18]([NH2:19])=[CH:17][CH:16]=[C:15]([CH3:20])[N:14]=2)=[O:12])=[N:6]1.Br[C:22]1[CH:23]=[C:24]([CH:27]=[C:28]([F:30])[CH:29]=1)[C:25]#[N:26], predict the reaction product. The product is: [CH3:1][O:2][CH2:3][CH2:4][N:5]1[CH:9]=[CH:8][C:7]([NH:10][C:11]([C:13]2[C:18]([NH:19][C:22]3[CH:29]=[C:28]([F:30])[CH:27]=[C:24]([C:25]#[N:26])[CH:23]=3)=[CH:17][CH:16]=[C:15]([CH3:20])[N:14]=2)=[O:12])=[N:6]1. (2) Given the reactants [CH2:1]([C:5]1[N:6]=[C:7]([CH3:27])[NH:8][C:9](=[O:26])[C:10]=1[CH2:11][C:12]1[CH:17]=[CH:16][C:15]([C:18]2[C:19]([C:24]#[N:25])=[CH:20][CH:21]=[CH:22][CH:23]=2)=[CH:14][CH:13]=1)[CH2:2][CH2:3][CH3:4].[H-].[Na+].CN(C)C=O.Br[CH2:36][CH2:37][OH:38], predict the reaction product. The product is: [CH2:1]([C:5]1[N:6]=[C:7]([CH3:27])[N:8]([CH2:36][CH2:37][OH:38])[C:9](=[O:26])[C:10]=1[CH2:11][C:12]1[CH:17]=[CH:16][C:15]([C:18]2[C:19]([C:24]#[N:25])=[CH:20][CH:21]=[CH:22][CH:23]=2)=[CH:14][CH:13]=1)[CH2:2][CH2:3][CH3:4].